The task is: Predict the product of the given reaction.. This data is from Forward reaction prediction with 1.9M reactions from USPTO patents (1976-2016). (1) Given the reactants Br[C:2]1[CH:3]=[C:4]([CH:9]=[C:10]([O:13][CH3:14])[C:11]=1[Cl:12])[C:5]([O:7][CH3:8])=[O:6].[CH3:15][C:16]1([CH3:25])[C:20]([CH3:22])([CH3:21])[O:19][B:18]([CH:23]=[CH2:24])[O:17]1.CCN(C(C)C)C(C)C, predict the reaction product. The product is: [Cl:12][C:11]1[C:2](/[CH:24]=[CH:23]/[B:18]2[O:19][C:20]([CH3:22])([CH3:21])[C:16]([CH3:25])([CH3:15])[O:17]2)=[CH:3][C:4]([C:5]([O:7][CH3:8])=[O:6])=[CH:9][C:10]=1[O:13][CH3:14]. (2) Given the reactants [C:1]([N:3]1[CH:11]=[C:10]2[C:5]([CH:6]=[CH:7][CH:8]=[CH:9]2)=[C:4]1[C:12]1[CH:18]=[CH:17][C:15]([NH2:16])=[CH:14][CH:13]=1)#[N:2].C1C=CC=CC=1.C(N(CC)CC)C.[C:32](Cl)(Cl)=[S:33], predict the reaction product. The product is: [C:1]([N:3]1[CH:11]=[C:10]2[C:5]([CH:6]=[CH:7][CH:8]=[CH:9]2)=[C:4]1[C:12]1[CH:18]=[CH:17][C:15]([N:16]=[C:32]=[S:33])=[CH:14][CH:13]=1)#[N:2].